Dataset: Full USPTO retrosynthesis dataset with 1.9M reactions from patents (1976-2016). Task: Predict the reactants needed to synthesize the given product. (1) Given the product [CH2:1]([N:8]1[C:12](=[O:13])/[C:11](=[CH:28]\[C:26]2[O:27][C:23]([C:19]3[CH:20]=[CH:21][CH:22]=[C:17]([C:16]([F:30])([F:15])[F:31])[CH:18]=3)=[CH:24][CH:25]=2)/[S:10][C:9]1=[S:14])[C:2]1[CH:3]=[CH:4][CH:5]=[CH:6][CH:7]=1, predict the reactants needed to synthesize it. The reactants are: [CH2:1]([N:8]1[C:12](=[O:13])[CH2:11][S:10][C:9]1=[S:14])[C:2]1[CH:7]=[CH:6][CH:5]=[CH:4][CH:3]=1.[F:15][C:16]([F:31])([F:30])[C:17]1[CH:18]=[C:19]([C:23]2[O:27][C:26]([CH:28]=O)=[CH:25][CH:24]=2)[CH:20]=[CH:21][CH:22]=1.N1CCCCC1. (2) Given the product [NH2:26][C:15]1[CH:14]=[C:13]([C:8]2[CH:9]=[CH:10][CH:11]=[CH:12][C:7]=2[O:6][CH3:5])[CH:25]=[CH:24][C:16]=1[C:17]([O:19][C:20]([CH3:22])([CH3:23])[CH3:21])=[O:18], predict the reactants needed to synthesize it. The reactants are: C([O-])=O.[Na+].[CH3:5][O:6][C:7]1[CH:12]=[CH:11][CH:10]=[CH:9][C:8]=1[C:13]1[CH:25]=[CH:24][C:16]([C:17]([O:19][C:20]([CH3:23])([CH3:22])[CH3:21])=[O:18])=[C:15]([N+:26]([O-])=O)[CH:14]=1.C(O)(=O)C. (3) Given the product [N:30]1([C:20]([C:19]2[CH:18]=[CH:17][C:16]([CH2:15][O:14][NH:13][C:11](=[O:12])[C:10]3[CH:25]=[CH:26][CH:27]=[CH:28][C:9]=3[NH:8][CH2:7][C:4]3[CH:3]=[CH:2][N:1]=[CH:6][CH:5]=3)=[CH:24][CH:23]=2)=[O:21])[CH2:35][CH2:34][O:33][CH2:32][CH2:31]1, predict the reactants needed to synthesize it. The reactants are: [N:1]1[CH:6]=[CH:5][C:4]([CH2:7][NH:8][C:9]2[CH:28]=[CH:27][CH:26]=[CH:25][C:10]=2[C:11]([NH:13][O:14][CH2:15][C:16]2[CH:24]=[CH:23][C:19]([C:20](O)=[O:21])=[CH:18][CH:17]=2)=[O:12])=[CH:3][CH:2]=1.Cl.[NH:30]1[CH2:35][CH2:34][O:33][CH2:32][CH2:31]1.O. (4) Given the product [CH3:27][N:24]1[CH2:23][CH2:22][N:21]([C:4]2[CH:5]=[C:6]([N:8]3[CH2:17][CH2:16][C:15]4[C:10](=[CH:11][C:12]([C:18]([N:28]5[CH2:32][CH2:31][CH2:30][CH2:29]5)=[O:20])=[CH:13][CH:14]=4)[CH2:9]3)[N:7]=[C:2]([NH2:1])[N:3]=2)[CH2:26][CH2:25]1, predict the reactants needed to synthesize it. The reactants are: [NH2:1][C:2]1[N:7]=[C:6]([N:8]2[CH2:17][CH2:16][C:15]3[C:10](=[CH:11][C:12]([C:18]([OH:20])=O)=[CH:13][CH:14]=3)[CH2:9]2)[CH:5]=[C:4]([N:21]2[CH2:26][CH2:25][N:24]([CH3:27])[CH2:23][CH2:22]2)[N:3]=1.[NH:28]1[CH2:32][CH2:31][CH2:30][CH2:29]1.